Dataset: Full USPTO retrosynthesis dataset with 1.9M reactions from patents (1976-2016). Task: Predict the reactants needed to synthesize the given product. (1) Given the product [F:16][C:17]1[CH:24]=[CH:23][C:20]([CH2:21][N:13]2[CH:14]=[C:10]([C:9]#[C:8][C:6]3[CH:5]=[CH:4][N:3]=[C:2]([CH3:1])[CH:7]=3)[N:11]=[C:12]2[CH3:15])=[CH:19][CH:18]=1, predict the reactants needed to synthesize it. The reactants are: [CH3:1][C:2]1[CH:7]=[C:6]([C:8]#[C:9][C:10]2[N:11]=[C:12]([CH3:15])[NH:13][CH:14]=2)[CH:5]=[CH:4][N:3]=1.[F:16][C:17]1[CH:24]=[CH:23][C:20]([CH2:21]Br)=[CH:19][CH:18]=1. (2) The reactants are: [CH3:1][O:2][C:3]1[CH:18]=[CH:17][C:6]([O:7][C:8]2[CH:16]=[CH:15][C:11]([C:12]([NH2:14])=[O:13])=[CH:10][CH:9]=2)=[CH:5][CH:4]=1.[Cl:19][CH2:20][C:21](Cl)=[O:22]. Given the product [Cl:19][CH2:20][C:21]([NH:14][C:12](=[O:13])[C:11]1[CH:15]=[CH:16][C:8]([O:7][C:6]2[CH:17]=[CH:18][C:3]([O:2][CH3:1])=[CH:4][CH:5]=2)=[CH:9][CH:10]=1)=[O:22], predict the reactants needed to synthesize it. (3) Given the product [F:1][C:2]1[CH:22]=[CH:21][C:5]([CH2:6][CH:7]2[CH2:16][C:15]3[C:10](=[CH:11][CH:12]=[CH:13][CH:14]=3)[CH2:9][N:8]2[CH2:17][CH2:18][CH2:19][NH:20][C:32]([NH:31][CH2:23][CH2:24][C:25]2[CH:30]=[CH:29][CH:28]=[CH:27][CH:26]=2)=[O:33])=[CH:4][CH:3]=1, predict the reactants needed to synthesize it. The reactants are: [F:1][C:2]1[CH:22]=[CH:21][C:5]([CH2:6][CH:7]2[CH2:16][C:15]3[C:10](=[CH:11][CH:12]=[CH:13][CH:14]=3)[CH2:9][N:8]2[CH2:17][CH2:18][CH2:19][NH2:20])=[CH:4][CH:3]=1.[CH2:23]([N:31]=[C:32]=[O:33])[CH2:24][C:25]1[CH:30]=[CH:29][CH:28]=[CH:27][CH:26]=1. (4) Given the product [CH2:1]([O:3][C:4]([C:6]1[S:7][C:8]([S:23][CH3:24])=[C:9]2[C:14]3[N:27]([CH3:26])[N:28]=[CH:16][C:13]=3[CH2:12][CH2:11][C:10]=12)=[O:5])[CH3:2], predict the reactants needed to synthesize it. The reactants are: [CH2:1]([O:3][C:4]([C:6]1[S:7][C:8]([S:23][CH3:24])=[C:9]2[C:14](=O)[CH:13]([CH:16](OCC)OCC)[CH2:12][CH2:11][C:10]=12)=[O:5])[CH3:2].O.[CH3:26][NH:27][NH2:28].Cl. (5) Given the product [F:47][C:46]1[CH:45]=[CH:44][C:27]([O:28][C:29]2[CH:30]=[CH:31][C:32]3[N:33]([CH:35]=[C:36]([NH:38][C:39]([CH:41]4[CH2:43][CH2:42]4)=[O:40])[N:37]=3)[N:34]=2)=[CH:26][C:25]=1[NH:24][C:1]([NH:16][O:15][CH3:14])=[O:2], predict the reactants needed to synthesize it. The reactants are: [C:1](N1C=CN=C1)(N1C=CN=C1)=[O:2].[Cl-].[CH3:14][O:15][NH3+:16].C(N(CC)CC)C.[NH2:24][C:25]1[CH:26]=[C:27]([CH:44]=[CH:45][C:46]=1[F:47])[O:28][C:29]1[CH:30]=[CH:31][C:32]2[N:33]([CH:35]=[C:36]([NH:38][C:39]([CH:41]3[CH2:43][CH2:42]3)=[O:40])[N:37]=2)[N:34]=1.C(=O)([O-])O.[Na+]. (6) Given the product [F:43][C:44]([F:57])([F:56])[S:45]([O:11][C:10]1[C:5]2[CH:4]=[C:3]([CH2:1][CH3:2])[S:36][C:6]=2[N:7]([CH2:21][C:22]2[CH:23]=[CH:24][C:25]([C:28]3[CH:33]=[CH:32][CH:31]=[CH:30][C:29]=3[C:34]#[N:35])=[CH:26][CH:27]=2)[C:8](=[O:20])[C:9]=1[CH2:12][CH2:13][C:14]1[CH:15]=[CH:16][CH:17]=[CH:18][CH:19]=1)(=[O:47])=[O:46], predict the reactants needed to synthesize it. The reactants are: [CH2:1]([C:3]1[S:36][C:6]2[N:7]([CH2:21][C:22]3[CH:27]=[CH:26][C:25]([C:28]4[C:29]([C:34]#[N:35])=[CH:30][CH:31]=[CH:32][CH:33]=4)=[CH:24][CH:23]=3)[C:8](=[O:20])[C:9]([CH2:12][CH2:13][C:14]3[CH:19]=[CH:18][CH:17]=[CH:16][CH:15]=3)=[C:10]([OH:11])[C:5]=2[CH:4]=1)[CH3:2].N1C=CC=CC=1.[F:43][C:44]([F:57])([F:56])[S:45](O[S:45]([C:44]([F:57])([F:56])[F:43])(=[O:47])=[O:46])(=[O:47])=[O:46].